This data is from NCI-60 drug combinations with 297,098 pairs across 59 cell lines. The task is: Regression. Given two drug SMILES strings and cell line genomic features, predict the synergy score measuring deviation from expected non-interaction effect. (1) Drug 1: CC1=C(C(=O)C2=C(C1=O)N3CC4C(C3(C2COC(=O)N)OC)N4)N. Drug 2: CC12CCC3C(C1CCC2OP(=O)(O)O)CCC4=C3C=CC(=C4)OC(=O)N(CCCl)CCCl.[Na+]. Cell line: UACC62. Synergy scores: CSS=49.6, Synergy_ZIP=2.58, Synergy_Bliss=3.57, Synergy_Loewe=-42.0, Synergy_HSA=4.14. (2) Drug 1: COC1=C(C=C2C(=C1)N=CN=C2NC3=CC(=C(C=C3)F)Cl)OCCCN4CCOCC4. Drug 2: CC12CCC3C(C1CCC2O)C(CC4=C3C=CC(=C4)O)CCCCCCCCCS(=O)CCCC(C(F)(F)F)(F)F. Cell line: TK-10. Synergy scores: CSS=27.4, Synergy_ZIP=-0.588, Synergy_Bliss=-0.917, Synergy_Loewe=-0.534, Synergy_HSA=0.876. (3) Drug 1: CN1CCC(CC1)COC2=C(C=C3C(=C2)N=CN=C3NC4=C(C=C(C=C4)Br)F)OC. Drug 2: C1=C(C(=O)NC(=O)N1)F. Cell line: NCIH23. Synergy scores: CSS=39.4, Synergy_ZIP=-7.19, Synergy_Bliss=-12.8, Synergy_Loewe=-12.0, Synergy_HSA=-11.0. (4) Drug 1: C1CC(C1)(C(=O)O)C(=O)O.[NH2-].[NH2-].[Pt+2]. Drug 2: COC1=NC(=NC2=C1N=CN2C3C(C(C(O3)CO)O)O)N. Cell line: COLO 205. Synergy scores: CSS=1.47, Synergy_ZIP=-2.15, Synergy_Bliss=-1.86, Synergy_Loewe=-2.71, Synergy_HSA=-2.10. (5) Drug 1: CS(=O)(=O)OCCCCOS(=O)(=O)C. Drug 2: CC1C(C(CC(O1)OC2CC(CC3=C2C(=C4C(=C3O)C(=O)C5=CC=CC=C5C4=O)O)(C(=O)C)O)N)O. Cell line: ACHN. Synergy scores: CSS=49.6, Synergy_ZIP=3.50, Synergy_Bliss=0.694, Synergy_Loewe=-45.6, Synergy_HSA=0.437. (6) Synergy scores: CSS=10.8, Synergy_ZIP=-4.83, Synergy_Bliss=-5.08, Synergy_Loewe=-6.29, Synergy_HSA=-4.71. Drug 1: CC1=C(C=C(C=C1)NC2=NC=CC(=N2)N(C)C3=CC4=NN(C(=C4C=C3)C)C)S(=O)(=O)N.Cl. Drug 2: CCN(CC)CCCC(C)NC1=C2C=C(C=CC2=NC3=C1C=CC(=C3)Cl)OC. Cell line: ACHN. (7) Drug 1: C1CC(=O)NC(=O)C1N2CC3=C(C2=O)C=CC=C3N. Drug 2: C1C(C(OC1N2C=NC(=NC2=O)N)CO)O. Cell line: HCT-15. Synergy scores: CSS=12.8, Synergy_ZIP=-1.84, Synergy_Bliss=-0.651, Synergy_Loewe=-2.95, Synergy_HSA=1.57.